From a dataset of Forward reaction prediction with 1.9M reactions from USPTO patents (1976-2016). Predict the product of the given reaction. (1) Given the reactants [F:1][C:2]1[C:7]([F:8])=[CH:6][CH:5]=[CH:4][C:3]=1[OH:9].[OH-].[Na+].Br[CH2:13][CH2:14][CH2:15][CH3:16], predict the reaction product. The product is: [CH2:13]([O:9][C:3]1[CH:4]=[CH:5][CH:6]=[C:7]([F:8])[C:2]=1[F:1])[CH2:14][CH2:15][CH3:16]. (2) Given the reactants [F:1][CH:2]([F:25])[C:3]1[N:8]2[N:9]=[CH:10][C:11]([C:12](O)=[O:13])=[C:7]2[N:6]=[C:5]([C:15]2[CH:20]=[CH:19][C:18]([C:21]([F:24])([F:23])[F:22])=[CH:17][CH:16]=2)[CH:4]=1.[OH:26][CH2:27][CH2:28][N:29]([CH3:40])[S:30]([C:33]1[S:37][C:36]([NH2:38])=[N:35][C:34]=1[CH3:39])(=[O:32])=[O:31], predict the reaction product. The product is: [OH:26][CH2:27][CH2:28][N:29]([CH3:40])[S:30]([C:33]1[S:37][C:36]([NH:38][C:12]([C:11]2[CH:10]=[N:9][N:8]3[C:3]([CH:2]([F:25])[F:1])=[CH:4][C:5]([C:15]4[CH:16]=[CH:17][C:18]([C:21]([F:24])([F:23])[F:22])=[CH:19][CH:20]=4)=[N:6][C:7]=23)=[O:13])=[N:35][C:34]=1[CH3:39])(=[O:31])=[O:32]. (3) Given the reactants Br[C:2]1[CH:3]=[C:4]2[C:8](=[CH:9][C:10]=1[O:11][CH3:12])[C:7](=[O:13])/[C:6](=[CH:14]/[C:15]1[CH:20]=[CH:19][CH:18]=[C:17]([C:21]([F:24])([F:23])[F:22])[CH:16]=1)/[CH2:5]2.[CH3:25][CH:26]1[CH2:31][CH2:30][NH:29][CH2:28][CH2:27]1.C(=O)([O-])[O-].[Cs+].[Cs+].C1C=CC(P(C2C(C3C(P(C4C=CC=CC=4)C4C=CC=CC=4)=CC=C4C=3C=CC=C4)=C3C(C=CC=C3)=CC=2)C2C=CC=CC=2)=CC=1, predict the reaction product. The product is: [CH3:12][O:11][C:10]1[CH:9]=[C:8]2[C:4]([CH2:5]/[C:6](=[CH:14]\[C:15]3[CH:20]=[CH:19][CH:18]=[C:17]([C:21]([F:24])([F:23])[F:22])[CH:16]=3)/[C:7]2=[O:13])=[CH:3][C:2]=1[N:29]1[CH2:30][CH2:31][CH:26]([CH3:25])[CH2:27][CH2:28]1. (4) Given the reactants [Br:1][C:2]1[C:7]([CH:8]([CH3:10])[CH3:9])=[C:6]([O:11][CH3:12])[N:5]=[C:4]([CH3:13])[C:3]=1[CH2:14][CH:15]1[CH2:17][CH2:16]1.[Br:18]N1C(=O)CCC1=O.C(OOC(=O)C1C=CC=CC=1)(=O)C1C=CC=CC=1, predict the reaction product. The product is: [Br:1][C:2]1[C:7]([CH:8]([CH3:10])[CH3:9])=[C:6]([O:11][CH3:12])[N:5]=[C:4]([CH2:13][Br:18])[C:3]=1[CH2:14][CH:15]1[CH2:17][CH2:16]1.